Dataset: TCR-epitope binding with 47,182 pairs between 192 epitopes and 23,139 TCRs. Task: Binary Classification. Given a T-cell receptor sequence (or CDR3 region) and an epitope sequence, predict whether binding occurs between them. (1) The epitope is QYDPVAALF. The TCR CDR3 sequence is CASSFTRSNTEAFF. Result: 0 (the TCR does not bind to the epitope). (2) The TCR CDR3 sequence is CASGDSSMRYTF. Result: 0 (the TCR does not bind to the epitope). The epitope is GVAMPNLYK.